From a dataset of Catalyst prediction with 721,799 reactions and 888 catalyst types from USPTO. Predict which catalyst facilitates the given reaction. (1) Reactant: [I:1][C:2]1[CH:10]=[CH:9][CH:8]=[C:4]([C:5]([OH:7])=O)[C:3]=1[C:11]([OH:13])=[O:12]. The catalyst class is: 15. Product: [I:1][C:2]1[CH:10]=[CH:9][CH:8]=[C:4]2[C:5]([O:13][C:11](=[O:12])[C:3]=12)=[O:7]. (2) Reactant: Cl[C:2]1[C:28]([CH3:29])=[CH:27][C:5]2[N:6]=[C:7]3[C:12]([N:13]([CH2:14][CH2:15][CH2:16][CH2:17][CH2:18][CH2:19][C:20]([O:22][CH2:23][CH3:24])=[O:21])[C:4]=2[CH:3]=1)=[N:11][C:10](=[O:25])[NH:9][C:8]3=[O:26].[CH:30]1([NH2:35])[CH2:34][CH2:33][CH2:32][CH2:31]1. Product: [CH:30]1([NH:35][C:2]2[C:28]([CH3:29])=[CH:27][C:5]3[N:6]=[C:7]4[C:12]([N:13]([CH2:14][CH2:15][CH2:16][CH2:17][CH2:18][CH2:19][C:20]([O:22][CH2:23][CH3:24])=[O:21])[C:4]=3[CH:3]=2)=[N:11][C:10](=[O:25])[NH:9][C:8]4=[O:26])[CH2:34][CH2:33][CH2:32][CH2:31]1. The catalyst class is: 3. (3) Reactant: [Cl:1][C:2]1[CH:7]=[CH:6][C:5]([CH3:8])=[CH:4][N:3]=1.[Li]CCCC.[Br:14][C:15]1[C:20]([CH3:21])=[CH:19][CH:18]=[C:17]([Cl:22])[N:16]=1.CN([CH:26]=[O:27])C. Product: [Br:14][C:15]1[C:20]([CH3:21])=[CH:19][CH:18]=[C:17]([Cl:22])[N:16]=1.[Cl:1][C:2]1[N:3]=[C:4]([CH:26]=[O:27])[C:5]([CH3:8])=[CH:6][CH:7]=1. The catalyst class is: 1. (4) Reactant: Cl[CH2:2][C:3]1[C:8]([CH2:9]Cl)=[CH:7][CH:6]=[CH:5][N:4]=1.[NH2:11][C:12]1[CH:20]=[CH:19][C:18]2[N:17]3[C:21](=[O:29])[O:22][C@@H:23]([CH2:24][NH:25][C:26](=[O:28])[CH3:27])[C@@H:16]3[CH2:15][C:14]=2[CH:13]=1.C([O-])([O-])=O.[K+].[K+].CN(C=O)C. Product: [O:29]=[C:21]1[N:17]2[C:18]3[CH:19]=[CH:20][C:12]([N:11]4[CH2:9][C:8]5[C:3](=[N:4][CH:5]=[CH:6][CH:7]=5)[CH2:2]4)=[CH:13][C:14]=3[CH2:15][C@H:16]2[C@H:23]([CH2:24][NH:25][C:26](=[O:28])[CH3:27])[O:22]1. The catalyst class is: 34. (5) Reactant: [Br:1][CH2:2][CH2:3][CH2:4][C:5]([O:7][CH2:8][CH3:9])=[O:6].[C:10]1([P:16]([C:23]2[CH:28]=[CH:27][CH:26]=[CH:25][CH:24]=2)[C:17]2[CH:22]=[CH:21][CH:20]=[CH:19][CH:18]=2)[CH:15]=[CH:14][CH:13]=[CH:12][CH:11]=1. Product: [Br-:1].[CH2:8]([O:7][C:5](=[O:6])[CH2:4][CH2:3][CH2:2][P+:16]([C:17]1[CH:18]=[CH:19][CH:20]=[CH:21][CH:22]=1)([C:23]1[CH:28]=[CH:27][CH:26]=[CH:25][CH:24]=1)[C:10]1[CH:11]=[CH:12][CH:13]=[CH:14][CH:15]=1)[CH3:9]. The catalyst class is: 11.